Dataset: Full USPTO retrosynthesis dataset with 1.9M reactions from patents (1976-2016). Task: Predict the reactants needed to synthesize the given product. (1) The reactants are: Cl.[Cl:2][C:3]1[N:4]=[C:5]([C:10]([NH:12][C@H:13]2[CH2:18][CH2:17][NH:16][CH2:15][C@H:14]2[O:19][CH2:20][CH3:21])=[O:11])[NH:6][C:7]=1[CH2:8][CH3:9].[S:22]1[CH:26]=[C:25]([C:27](O)=[O:28])[N:24]=[CH:23]1. Given the product [Cl:2][C:3]1[N:4]=[C:5]([C:10]([NH:12][C@H:13]2[CH2:18][CH2:17][N:16]([C:27]([C:25]3[N:24]=[CH:23][S:22][CH:26]=3)=[O:28])[CH2:15][C@H:14]2[O:19][CH2:20][CH3:21])=[O:11])[NH:6][C:7]=1[CH2:8][CH3:9], predict the reactants needed to synthesize it. (2) Given the product [CH2:35]([C:42]1[CH:43]=[C:44]([CH:48]=[CH:49][CH:50]=1)[C:45]([NH:1][C@@H:2]([CH2:10][CH2:11][CH2:12][NH:13][C:14]([NH:16][S:17]([C:20]1[C:21]([CH3:34])=[C:22]2[C:27](=[C:28]([CH3:31])[C:29]=1[CH3:30])[O:26][C:25]([CH3:33])([CH3:32])[CH2:24][CH2:23]2)(=[O:18])=[O:19])=[NH:15])[C:3]([O:5][C:6]([CH3:7])([CH3:8])[CH3:9])=[O:4])=[O:46])[C:36]1[CH:37]=[CH:38][CH:39]=[CH:40][CH:41]=1, predict the reactants needed to synthesize it. The reactants are: [NH2:1][C@@H:2]([CH2:10][CH2:11][CH2:12][NH:13][C:14]([NH:16][S:17]([C:20]1[C:21]([CH3:34])=[C:22]2[C:27](=[C:28]([CH3:31])[C:29]=1[CH3:30])[O:26][C:25]([CH3:33])([CH3:32])[CH2:24][CH2:23]2)(=[O:19])=[O:18])=[NH:15])[C:3]([O:5][C:6]([CH3:9])([CH3:8])[CH3:7])=[O:4].[CH2:35]([C:42]1[CH:43]=[C:44]([CH:48]=[CH:49][CH:50]=1)[C:45](O)=[O:46])[C:36]1[CH:41]=[CH:40][CH:39]=[CH:38][CH:37]=1.CN(C(ON1N=NC2C=CC=CC1=2)=[N+](C)C)C.F[P-](F)(F)(F)(F)F.CCN(C(C)C)C(C)C. (3) Given the product [CH:1]([O:4][C:5]1[CH:6]=[CH:7][C:8]([CH3:44])=[C:9]([CH:43]=1)[O:10][C:11]1[S:12][CH:13]=[C:14]([C:16]([NH:18][C:19]2[C:20]([O:41][CH3:42])=[N:21][C:22]([NH:27][CH2:28][CH2:29][NH:30][CH:38]([CH3:39])[CH3:40])=[N:23][C:24]=2[O:25][CH3:26])=[O:17])[N:15]=1)([CH3:3])[CH3:2], predict the reactants needed to synthesize it. The reactants are: [CH:1]([O:4][C:5]1[CH:6]=[CH:7][C:8]([CH3:44])=[C:9]([CH:43]=1)[O:10][C:11]1[S:12][CH:13]=[C:14]([C:16]([NH:18][C:19]2[C:20]([O:41][CH3:42])=[N:21][C:22]([NH:27][CH2:28][CH2:29][N:30]([CH:38]([CH3:40])[CH3:39])C(=O)OC(C)(C)C)=[N:23][C:24]=2[O:25][CH3:26])=[O:17])[N:15]=1)([CH3:3])[CH3:2]. (4) Given the product [NH2:1][C:2]1[CH:11]=[CH:10][C:5]([C:6]([O:8][CH3:9])=[O:7])=[C:4]([C:23]([F:26])([F:25])[F:24])[CH:3]=1, predict the reactants needed to synthesize it. The reactants are: [NH2:1][C:2]1[CH:11]=[CH:10][C:5]([C:6]([O:8][CH3:9])=[O:7])=[C:4](Cl)[CH:3]=1.NC1C=CC(C(O)=O)=C([C:23]([F:26])([F:25])[F:24])C=1. (5) Given the product [F:17][C:13]1[C:11]2[N:12]=[C:8]([C:6]3[CH:7]=[C:2]([C:38]4[C:39]([N:41]([CH3:46])[S:42]([CH3:45])(=[O:44])=[O:43])=[CH:40][C:30]5[O:29][C:28]([C:25]6[CH:26]=[CH:27][C:22]([F:21])=[CH:23][CH:24]=6)=[C:32]([C:33]([NH:35][CH3:36])=[O:34])[C:31]=5[CH:37]=4)[CH:3]=[CH:4][C:5]=3[N+:18]([O-:20])=[O:19])[O:9][C:10]=2[CH:16]=[CH:15][CH:14]=1, predict the reactants needed to synthesize it. The reactants are: Cl[C:2]1[CH:3]=[CH:4][C:5]([N+:18]([O-:20])=[O:19])=[C:6]([C:8]2[O:9][C:10]3[CH:16]=[CH:15][CH:14]=[C:13]([F:17])[C:11]=3[N:12]=2)[CH:7]=1.[F:21][C:22]1[CH:27]=[CH:26][C:25]([C:28]2[O:29][C:30]3[CH:40]=[C:39]([N:41]([CH3:46])[S:42]([CH3:45])(=[O:44])=[O:43])[C:38](B4OC(C)(C)C(C)(C)O4)=[CH:37][C:31]=3[C:32]=2[C:33]([NH:35][CH3:36])=[O:34])=[CH:24][CH:23]=1.CC(C1C=C(C(C)C)C(C2C=CC=CC=2P(C2CCCCC2)C2CCCCC2)=C(C(C)C)C=1)C.[O-]P([O-])([O-])=O.[K+].[K+].[K+]. (6) Given the product [Cl:16][C:13]1[CH:14]=[CH:15][C:6]([O:5][CH2:4][C:3]([OH:30])=[O:2])=[C:7]2[C:12]=1[N:11]=[C:10]([CH3:17])[C:9]([S:18][C:19]1[CH:20]=[CH:21][C:22]([Cl:25])=[CH:23][CH:24]=1)=[C:8]2[O:26][CH:27]([F:28])[F:29], predict the reactants needed to synthesize it. The reactants are: C[O:2][C:3](=[O:30])[CH2:4][O:5][C:6]1[CH:15]=[CH:14][C:13]([Cl:16])=[C:12]2[C:7]=1[C:8]([O:26][CH:27]([F:29])[F:28])=[C:9]([S:18][C:19]1[CH:24]=[CH:23][C:22]([Cl:25])=[CH:21][CH:20]=1)[C:10]([CH3:17])=[N:11]2.[OH-].[Na+].Cl. (7) Given the product [OH:13][CH2:14][CH2:15][CH2:16][C:17]1[C:18]2[CH2:28][CH2:27][CH2:26][CH2:25][CH2:24][C:19]=2[NH:20][C:21]=1/[CH:22]=[C:7]1\[C:8](=[O:12])[NH:9][C:10]2[C:6]\1=[CH:5][CH:4]=[C:3]([O:2][CH3:1])[CH:11]=2, predict the reactants needed to synthesize it. The reactants are: [CH3:1][O:2][C:3]1[CH:11]=[C:10]2[C:6]([CH2:7][C:8](=[O:12])[NH:9]2)=[CH:5][CH:4]=1.[OH:13][CH2:14][CH2:15][CH2:16][C:17]1[C:18]2[CH2:28][CH2:27][CH2:26][CH2:25][CH2:24][C:19]=2[NH:20][C:21]=1[CH:22]=O.N1CCCCC1.